This data is from Reaction yield outcomes from USPTO patents with 853,638 reactions. The task is: Predict the reaction yield, written as a fraction of the theoretical maximum amount of product (1.0 means a 100% yield; for example, 0.34 means a 34% yield). (1) The reactants are Cl.[F:2][C:3]1([F:8])[CH2:7][CH2:6][NH:5][CH2:4]1.[CH:9]1([NH:12][C:13]([NH:15][C:16]2[CH:21]=[CH:20][C:19]([O:22][C:23]3[CH:28]=[CH:27][N:26]=[C:25]4[CH:29]=[C:30]([C:32]5[CH:37]=[CH:36][C:35]([CH:38]=O)=[CH:34][N:33]=5)[S:31][C:24]=34)=[C:18]([F:40])[CH:17]=2)=[O:14])[CH2:11][CH2:10]1.C(O)(=O)C.C(O[BH-](OC(=O)C)OC(=O)C)(=O)C.[Na+]. The catalyst is C(Cl)Cl.ClCCl.CN(C=O)C. The product is [CH:9]1([NH:12][C:13]([NH:15][C:16]2[CH:21]=[CH:20][C:19]([O:22][C:23]3[CH:28]=[CH:27][N:26]=[C:25]4[CH:29]=[C:30]([C:32]5[CH:37]=[CH:36][C:35]([CH2:38][N:5]6[CH2:6][CH2:7][C:3]([F:8])([F:2])[CH2:4]6)=[CH:34][N:33]=5)[S:31][C:24]=34)=[C:18]([F:40])[CH:17]=2)=[O:14])[CH2:11][CH2:10]1. The yield is 0.420. (2) The reactants are FC(F)(F)C(O)=O.[CH3:8][O:9][C:10](=[O:52])[CH2:11][C:12]1[CH:17]=[CH:16][C:15]([C:18]2[CH:23]=[CH:22][C:21]([C:24]([C:29]3[CH:34]=[CH:33][C:32]([CH2:35][CH2:36][CH:37]([O:42][Si](C(C)(C)C)(C)C)[C:38]([CH3:41])([CH3:40])[CH3:39])=[C:31]([CH3:50])[CH:30]=3)([CH2:27][CH3:28])[CH2:25][CH3:26])=[CH:20][C:19]=2[CH3:51])=[CH:14][CH:13]=1. The catalyst is ClCCl. The product is [CH3:8][O:9][C:10](=[O:52])[CH2:11][C:12]1[CH:17]=[CH:16][C:15]([C:18]2[CH:23]=[CH:22][C:21]([C:24]([CH2:27][CH3:28])([C:29]3[CH:34]=[CH:33][C:32]([CH2:35][CH2:36][CH:37]([OH:42])[C:38]([CH3:40])([CH3:41])[CH3:39])=[C:31]([CH3:50])[CH:30]=3)[CH2:25][CH3:26])=[CH:20][C:19]=2[CH3:51])=[CH:14][CH:13]=1. The yield is 0.840. (3) The reactants are [Br:1][C:2]1[C:3]([N:22]2[CH2:27][CH2:26][CH2:25][C@@H:24]([NH:28]C(=O)OC(C)(C)C)[CH2:23]2)=[C:4]2[C:10]([NH:11][C:12](=[O:21])[C:13]3[CH:18]=[CH:17][C:16]([F:19])=[C:15]([Cl:20])[CH:14]=3)=[CH:9][NH:8][C:5]2=[N:6][CH:7]=1.C(O)(C(F)(F)F)=O. The catalyst is C(Cl)Cl. The product is [ClH:20].[NH2:28][C@@H:24]1[CH2:25][CH2:26][CH2:27][N:22]([C:3]2[C:2]([Br:1])=[CH:7][N:6]=[C:5]3[NH:8][CH:9]=[C:10]([NH:11][C:12](=[O:21])[C:13]4[CH:18]=[CH:17][C:16]([F:19])=[C:15]([Cl:20])[CH:14]=4)[C:4]=23)[CH2:23]1. The yield is 0.760. (4) The reactants are [Cl:1][C:2]1[CH:3]=[C:4]([N:8]2[N:12]=[N:11][C:10]([CH:13]=[O:14])=[N:9]2)[CH:5]=[CH:6][CH:7]=1.[CH3:15][Mg]Br.C(OCCCC)CCC. The catalyst is C1COCC1. The product is [Cl:1][C:2]1[CH:3]=[C:4]([N:8]2[N:12]=[N:11][C:10]([CH:13]([OH:14])[CH3:15])=[N:9]2)[CH:5]=[CH:6][CH:7]=1. The yield is 0.770. (5) The reactants are [CH2:1]([OH:21])[CH2:2][CH2:3][CH2:4]/[CH:5]=[CH:6]\[CH2:7]/[CH:8]=[CH:9]\[CH2:10]/[CH:11]=[CH:12]\[CH2:13]/[CH:14]=[CH:15]\[CH2:16]/[CH:17]=[CH:18]\[CH2:19][CH3:20].[OH-].[Na+].Br[CH:25]([CH2:33][CH3:34])[C:26]([O:28][C:29]([CH3:32])([CH3:31])[CH3:30])=[O:27]. The catalyst is [Cl-].C([N+](CCCC)(CCCC)CCCC)CCC.C1(C)C=CC=CC=1. The product is [CH2:1]([O:21][CH:25]([CH2:33][CH3:34])[C:26]([O:28][C:29]([CH3:32])([CH3:31])[CH3:30])=[O:27])[CH2:2][CH2:3][CH2:4]/[CH:5]=[CH:6]\[CH2:7]/[CH:8]=[CH:9]\[CH2:10]/[CH:11]=[CH:12]\[CH2:13]/[CH:14]=[CH:15]\[CH2:16]/[CH:17]=[CH:18]\[CH2:19][CH3:20]. The yield is 0.360. (6) The yield is 0.570. The product is [CH2:1]([O:3][C:4](=[O:25])[CH2:5][N:6]([CH2:19][C:20]([O:22][CH2:23][CH3:24])=[O:21])[C:7]1[CH:12]=[C:11]2[C:10](=[CH:9][C:8]=1[CH3:18])[C:15](=[O:17])[CH2:14][CH2:13]2)[CH3:2]. The reactants are [CH2:1]([O:3][C:4](=[O:25])[CH2:5][N:6]([CH2:19][C:20]([O:22][CH2:23][CH3:24])=[O:21])[C:7]1[CH:12]=[C:11]([CH2:13][CH2:14][C:15]([OH:17])=O)[CH:10]=[CH:9][C:8]=1[CH3:18])[CH3:2].C(Cl)(=O)C(Cl)=O.[Cl-].[Al+3].[Cl-].[Cl-]. The catalyst is CN(C)C=O.ClCCl. (7) The reactants are [C:1]1([N:7]2[C:12](=[O:13])[C:11]3[S:14][CH:15]=[C:16]([C:17]4[CH:22]=[CH:21][CH:20]=[CH:19][CH:18]=4)[C:10]=3[N:9]=[CH:8]2)[CH:6]=[CH:5]C=[CH:3][CH:2]=1.NC1C(C2C=CC=CC=2[F:35])=CSC=1C(OC)=O.C(OCC)(OCC)OCC.C1(N)CCCC1. The catalyst is C(O)(=O)C. The product is [CH:1]1([N:7]2[C:12](=[O:13])[C:11]3[S:14][CH:15]=[C:16]([C:17]4[CH:18]=[CH:19][CH:20]=[CH:21][C:22]=4[F:35])[C:10]=3[N:9]=[CH:8]2)[CH2:2][CH2:3][CH2:5][CH2:6]1. The yield is 0.597.